From a dataset of Full USPTO retrosynthesis dataset with 1.9M reactions from patents (1976-2016). Predict the reactants needed to synthesize the given product. Given the product [NH2:1][CH2:2][CH2:3][CH2:4][C:5]1[CH:6]=[CH:7][C:8]([CH:11]([CH3:20])[CH2:12][NH:13][S:14]([CH:17]([CH3:19])[CH3:18])(=[O:16])=[O:15])=[CH:9][CH:10]=1.[CH3:18][CH:17]([S:14]([NH:13][CH2:12][CH:11]([C:8]1[CH:7]=[CH:6][C:5]([CH2:4][CH2:3][CH2:2][NH:1][S:22]([CH3:21])(=[O:24])=[O:23])=[CH:10][CH:9]=1)[CH3:20])(=[O:16])=[O:15])[CH3:19], predict the reactants needed to synthesize it. The reactants are: [NH2:1][CH2:2][CH2:3][CH2:4][C:5]1[CH:10]=[CH:9][C:8]([CH:11]([CH3:20])[CH2:12][NH:13][S:14]([CH:17]([CH3:19])[CH3:18])(=[O:16])=[O:15])=[CH:7][CH:6]=1.[CH3:21][S:22](Cl)(=[O:24])=[O:23].C1CCN2C(=NCCC2)CC1.